Dataset: Catalyst prediction with 721,799 reactions and 888 catalyst types from USPTO. Task: Predict which catalyst facilitates the given reaction. (1) Reactant: [CH2:1]([O:8][C:9]1[CH:27]=[C:26]([CH2:28][CH3:29])[CH:25]=[CH:24][C:10]=1[O:11][C:12]1[CH:17]=[CH:16][C:15]([NH:18][CH2:19][CH2:20][CH2:21][NH2:22])=[CH:14][C:13]=1[F:23])[C:2]1[CH:7]=[CH:6][CH:5]=[CH:4][CH:3]=1.C(N(CC)CC)C.[S:37](Cl)([CH3:40])(=[O:39])=[O:38]. Product: [CH3:40][S:37]([N:18]([C:15]1[CH:16]=[CH:17][C:12]([O:11][C:10]2[CH:24]=[CH:25][C:26]([CH2:28][CH3:29])=[CH:27][C:9]=2[O:8][CH2:1][C:2]2[CH:3]=[CH:4][CH:5]=[CH:6][CH:7]=2)=[C:13]([F:23])[CH:14]=1)[CH2:19][CH2:20][CH2:21][NH2:22])(=[O:39])=[O:38]. The catalyst class is: 4. (2) Reactant: [C:1]([C:4]1[S:8][C:7]([N:9]2[CH2:14][CH2:13][C@H:12]([NH:15][C:16]([C:18]3[NH:19][C:20]([CH2:24][CH3:25])=[C:21]([Cl:23])[N:22]=3)=[O:17])[C@H:11]([O:26][CH3:27])[CH2:10]2)=[N:6][C:5]=1[C:28]([O:30]CC)=[O:29])(=[O:3])[CH3:2].[OH-].[Li+]. Product: [C:1]([C:4]1[S:8][C:7]([N:9]2[CH2:14][CH2:13][C@H:12]([NH:15][C:16]([C:18]3[NH:19][C:20]([CH2:24][CH3:25])=[C:21]([Cl:23])[N:22]=3)=[O:17])[C@H:11]([O:26][CH3:27])[CH2:10]2)=[N:6][C:5]=1[C:28]([OH:30])=[O:29])(=[O:3])[CH3:2]. The catalyst class is: 92. (3) Reactant: C(OC([NH:8][CH:9]1[CH2:14][CH2:13][N:12]([C:15]2[CH:20]=[CH:19][N:18]=[CH:17][N:16]=2)[CH:11](C)[CH2:10]1)=O)(C)(C)C.F[C:23](F)(F)C(O)=O. Product: [NH2:8][C:9]1([CH3:23])[CH2:10][CH2:11][N:12]([C:15]2[CH:20]=[CH:19][N:18]=[CH:17][N:16]=2)[CH2:13][CH2:14]1. The catalyst class is: 4. (4) Reactant: C(OC([NH:8][CH2:9][CH:10]1[CH2:15][CH2:14][N:13]([CH2:16][C:17]2([C:20]([O:22]C(C)(C)C)=[O:21])[CH2:19][CH2:18]2)[CH2:12][CH2:11]1)=O)(C)(C)C. Product: [NH2:8][CH2:9][CH:10]1[CH2:15][CH2:14][N:13]([CH2:16][C:17]2([C:20]([OH:22])=[O:21])[CH2:19][CH2:18]2)[CH2:12][CH2:11]1. The catalyst class is: 89. (5) Reactant: [OH:1][C@:2]12[C:9](=[O:10])[O:8][C@H:6]([CH2:7]1)[C@H:5]([OH:11])[C:4]([O:12][CH2:13][C:14]1[CH:18]=[CH:17][S:16][CH:15]=1)=[CH:3]2.[K+].[Br-].[OH-:21].[Na+:22]. Product: [OH:1][C@:2]1([C:9]([O-:8])=[O:10])[CH2:7][C@@H:6]([OH:21])[C@H:5]([OH:11])[C:4]([O:12][CH2:13][C:14]2[CH:18]=[CH:17][S:16][CH:15]=2)=[CH:3]1.[Na+:22]. The catalyst class is: 20. (6) Reactant: [C:1]1(=[O:7])[O:6][C:4](=[O:5])[CH:3]=[CH:2]1.[OH:8][CH2:9][CH:10]([CH2:12][OH:13])[OH:11]. Product: [OH:8][CH2:9][CH:10]([CH2:12][OH:13])[OH:11].[C:1]([O-:6])(=[O:7])/[CH:2]=[CH:3]\[C:4]([O-:8])=[O:5]. The catalyst class is: 501. (7) Reactant: [C:1]([NH:4][CH:5]([CH2:9][C:10]1[C:19]2[C:14](=[CH:15][CH:16]=[CH:17][CH:18]=2)[C:13]([NH2:20])=[CH:12][CH:11]=1)[C:6]([OH:8])=O)(=[O:3])[CH3:2].Cl.CN(C)CCCN=C=NCC.O.O[N:35]1[C:39]2C=[CH:41][CH:42]=[CH:43][C:38]=2N=N1.C(N)CCCC. Product: [C:1]([NH:4][CH:5]([CH2:9][C:10]1[C:19]2[C:14](=[CH:15][CH:16]=[CH:17][CH:18]=2)[C:13]([NH2:20])=[CH:12][CH:11]=1)[C:6]([NH:35][CH2:39][CH2:38][CH2:43][CH2:42][CH3:41])=[O:8])(=[O:3])[CH3:2]. The catalyst class is: 681. (8) Reactant: [NH2:1][C:2](=[S:10])[CH:3]([CH3:9])[C:4]([O:6][CH2:7][CH3:8])=[O:5].Cl[CH2:12][C:13](=O)[CH3:14].C([O-])(O)=[O:17].[Na+]. Product: [OH:17][C:3]([C:2]1[S:10][CH:12]=[C:13]([CH3:14])[N:1]=1)([CH3:9])[C:4]([O:6][CH2:7][CH3:8])=[O:5]. The catalyst class is: 3.